This data is from Reaction yield outcomes from USPTO patents with 853,638 reactions. The task is: Predict the reaction yield, written as a fraction of the theoretical maximum amount of product (1.0 means a 100% yield; for example, 0.34 means a 34% yield). (1) The reactants are [O:1]1CCCO[CH:2]1[C:7]1[CH:8]=[CH:9][C:10]([C:13]2[S:21][C:20]3[C:15](=[N:16][CH:17]=[CH:18][C:19]=3[O:22][C:23]3[CH:28]=[CH:27][C:26]([NH:29][C:30]([NH:32][C:33](=[O:42])[CH2:34][C:35]4[CH:40]=[CH:39][C:38]([F:41])=[CH:37][CH:36]=4)=[S:31])=[CH:25][C:24]=3[F:43])[CH:14]=2)=[N:11][CH:12]=1. The catalyst is CC(O)=O. The product is [F:43][C:24]1[CH:25]=[C:26]([NH:29][C:30]([NH:32][C:33](=[O:42])[CH2:34][C:35]2[CH:36]=[CH:37][C:38]([F:41])=[CH:39][CH:40]=2)=[S:31])[CH:27]=[CH:28][C:23]=1[O:22][C:19]1[CH:18]=[CH:17][N:16]=[C:15]2[CH:14]=[C:13]([C:10]3[CH:9]=[CH:8][C:7]([CH:2]=[O:1])=[CH:12][N:11]=3)[S:21][C:20]=12. The yield is 0.580. (2) The reactants are [NH2:1][C:2]1[CH:3]=[N:4][CH:5]=[CH:6][C:7]=1[Cl:8].N1C=CC=CC=1.Cl[C:16](OC1C=CC=CC=1)=[O:17].C([O-])([O-])=O.[K+].[K+].[F:31][C:32]1([F:48])[O:36][C:35]2[CH:37]=[CH:38][C:39]([CH2:41][N:42]3[CH2:47][CH2:46][NH:45][CH2:44][CH2:43]3)=[CH:40][C:34]=2[O:33]1. The yield is 0.690. The catalyst is O.C1(C)C=CC=CC=1. The product is [Cl:8][C:7]1[CH:6]=[CH:5][N:4]=[CH:3][C:2]=1[NH:1][C:16]([N:45]1[CH2:44][CH2:43][N:42]([CH2:41][C:39]2[CH:38]=[CH:37][C:35]3[O:36][C:32]([F:31])([F:48])[O:33][C:34]=3[CH:40]=2)[CH2:47][CH2:46]1)=[O:17].